From a dataset of Full USPTO retrosynthesis dataset with 1.9M reactions from patents (1976-2016). Predict the reactants needed to synthesize the given product. (1) Given the product [CH2:21]([O:24][C:8]1[CH:7]=[CH:6][C:11]([CH:2]=[O:29])=[CH:10][CH:9]=1)[C:14]1[CH:19]=[CH:18][CH:17]=[CH:16][CH:15]=1, predict the reactants needed to synthesize it. The reactants are: Cl[C:2]1[C:11]2[C:6](=[CH:7][CH:8]=[CH:9][CH:10]=2)C(C)=NN=1.C(Br)[C:14]1[CH:19]=[CH:18][CH:17]=[CH:16][CH:15]=1.[C:21]([O-:24])([O-])=O.[K+].[K+].CC(C)=[O:29]. (2) Given the product [CH3:1][CH:2]1[CH2:3][CH:4]([CH2:7][N:8]2[C:16]3[C:11](=[CH:12][C:13]([C:17]4[CH:18]=[N:19][N:20]([CH:22]5[CH2:27][CH2:26][CH2:25][CH2:24][O:23]5)[CH:21]=4)=[CH:14][CH:15]=3)[CH:10]=[CH:9]2)[CH2:5][N:6]1[C:35]([C:36]1[CH:41]=[CH:40][CH:39]=[CH:38][CH:37]=1)=[O:42], predict the reactants needed to synthesize it. The reactants are: [CH3:1][CH:2]1[NH:6][CH2:5][CH:4]([CH2:7][N:8]2[C:16]3[C:11](=[CH:12][C:13]([C:17]4[CH:18]=[N:19][N:20]([CH:22]5[CH2:27][CH2:26][CH2:25][CH2:24][O:23]5)[CH:21]=4)=[CH:14][CH:15]=3)[CH:10]=[CH:9]2)[CH2:3]1.C(N(CC)CC)C.[C:35](Cl)(=[O:42])[C:36]1[CH:41]=[CH:40][CH:39]=[CH:38][CH:37]=1.C(OCC)(=O)C.CCCCCC. (3) Given the product [CH2:13]([C:7]1[CH:8]=[C:9]2[C:4](=[CH:5][CH:6]=1)[N:3]=[C:2]([NH:24][C:23]([NH2:25])=[NH:22])[CH:11]=[C:10]2[CH3:12])[CH3:14], predict the reactants needed to synthesize it. The reactants are: Cl[C:2]1[CH:11]=[C:10]([CH3:12])[C:9]2[C:4](=[CH:5][CH:6]=[C:7]([CH2:13][CH3:14])[CH:8]=2)[N:3]=1.C(=O)([O-])[O-].[K+].[K+].Cl.[NH2:22][C:23]([NH2:25])=[NH:24].FC(F)(F)C([O-])=O. (4) Given the product [CH:16]1([CH:2]([NH:22][C:23]2[CH:24]=[CH:25][C:26]([C:29]([NH:31][CH2:32][CH2:33][C:34]([OH:36])=[O:35])=[O:30])=[CH:27][CH:28]=2)[C:3]2[CH:4]=[C:5]([C:9]3[CH:14]=[CH:13][C:12]([F:15])=[CH:11][N:10]=3)[O:6][C:7]=2[CH3:8])[CH2:21][CH2:20][CH2:19][CH2:18][CH2:17]1, predict the reactants needed to synthesize it. The reactants are: Cl[CH:2]([CH:16]1[CH2:21][CH2:20][CH2:19][CH2:18][CH2:17]1)[C:3]1[CH:4]=[C:5]([C:9]2[CH:14]=[CH:13][C:12]([F:15])=[CH:11][N:10]=2)[O:6][C:7]=1[CH3:8].[NH2:22][C:23]1[CH:28]=[CH:27][C:26]([C:29]([NH:31][CH2:32][CH2:33][C:34]([O:36]CC)=[O:35])=[O:30])=[CH:25][CH:24]=1.C(=O)([O-])[O-].[Na+].[Na+].[I-].[Na+]. (5) Given the product [Cl:15][C:14]1[N:13]=[C:20]([Cl:21])[N:19]=[C:17]([NH:11][C@@H:4]2[C:5]3[C:10](=[CH:9][CH:8]=[CH:7][CH:6]=3)[C:2]([CH3:12])([CH3:1])[CH2:3]2)[N:16]=1, predict the reactants needed to synthesize it. The reactants are: [CH3:1][C:2]1([CH3:12])[C:10]2[C:5](=[CH:6][CH:7]=[CH:8][CH:9]=2)[C@@H:4]([NH2:11])[CH2:3]1.[N:13]1[C:20]([Cl:21])=[N:19][C:17](Cl)=[N:16][C:14]=1[Cl:15].CCN(C(C)C)C(C)C. (6) Given the product [F:21][C:2]([F:1])([F:20])[C:3]1[CH:4]=[CH:5][C:6]([C:9]2[N:10]=[C:11]([CH2:14][CH2:15][OH:16])[O:12][CH:13]=2)=[CH:7][CH:8]=1, predict the reactants needed to synthesize it. The reactants are: [F:1][C:2]([F:21])([F:20])[C:3]1[CH:8]=[CH:7][C:6]([C:9]2[N:10]=[C:11]([CH2:14][C:15](OCC)=[O:16])[O:12][CH:13]=2)=[CH:5][CH:4]=1.[BH4-].[Na+].O. (7) The reactants are: CCN([CH:7]([CH3:9])[CH3:8])C(C)C.Cl.[NH2:11][C@H:12]1[CH2:17][CH2:16][C@H:15]([OH:18])[CH2:14][CH2:13]1.O=[CH:20][CH2:21][C:22]1([C:31]([O:33][CH2:34][CH3:35])=[O:32])[CH2:27][CH2:26][CH2:25][N:24]([C:28]([O-:30])=[O:29])[CH2:23]1.[C:36](O[BH-](OC(=O)C)OC(=O)C)(=O)C.[Na+]. Given the product [OH:18][C@@H:15]1[CH2:16][CH2:17][C@H:12]([NH:11][CH2:20][CH2:21][C:22]2([C:31]([O:33][CH2:34][CH3:35])=[O:32])[CH2:27][CH2:26][CH2:25][N:24]([C:28]([O:30][C:7]([CH3:9])([CH3:36])[CH3:8])=[O:29])[CH2:23]2)[CH2:13][CH2:14]1, predict the reactants needed to synthesize it. (8) Given the product [Cl:9][C:10]1[N:15]=[C:14]([Cl:16])[CH:13]=[C:12]([CH2:17][CH2:23][C:22]2[CH:25]=[CH:26][C:19]([Cl:18])=[CH:20][CH:21]=2)[N:11]=1, predict the reactants needed to synthesize it. The reactants are: C([N-]C(C)C)(C)C.[Li+].[Cl:9][C:10]1[N:15]=[C:14]([Cl:16])[CH:13]=[C:12]([CH3:17])[N:11]=1.[Cl:18][C:19]1[CH:26]=[CH:25][C:22]([CH2:23]Br)=[CH:21][CH:20]=1. (9) Given the product [F:8][C:9]1[CH:14]=[CH:13][CH:12]=[CH:11][C:10]=1[C:15]1[N:23]([CH:24]2[CH2:29][CH2:28][NH:27][CH2:26][CH2:25]2)[C:18]2=[N:19][CH:20]=[CH:21][CH:22]=[C:17]2[N:16]=1, predict the reactants needed to synthesize it. The reactants are: C(O)(C(F)(F)F)=O.[F:8][C:9]1[CH:14]=[CH:13][CH:12]=[CH:11][C:10]=1[C:15]1[N:23]([CH:24]2[CH2:29][CH2:28][N:27](C(OC(C)(C)C)=O)[CH2:26][CH2:25]2)[C:18]2=[N:19][CH:20]=[CH:21][CH:22]=[C:17]2[N:16]=1.C([O-])(O)=O.[Na+].